Dataset: Forward reaction prediction with 1.9M reactions from USPTO patents (1976-2016). Task: Predict the product of the given reaction. (1) Given the reactants [CH3:1][C:2]1[CH:3]=[CH:4][C:5]([N:8]([CH:16]2[CH2:21][CH2:20][N:19]([CH2:22][CH2:23][CH2:24][C:25]3[CH:30]=[CH:29][CH:28]=[CH:27][C:26]=3[NH:31]C(=O)OC(C)(C)C)[CH2:18][CH2:17]2)[C:9]([C:11]2[O:12][CH:13]=[CH:14][CH:15]=2)=[O:10])=[N:6][CH:7]=1.Cl.C(OCC)(=O)C, predict the reaction product. The product is: [NH2:31][C:26]1[CH:27]=[CH:28][CH:29]=[CH:30][C:25]=1[CH2:24][CH2:23][CH2:22][N:19]1[CH2:20][CH2:21][CH:16]([N:8]([C:5]2[CH:4]=[CH:3][C:2]([CH3:1])=[CH:7][N:6]=2)[C:9]([C:11]2[O:12][CH:13]=[CH:14][CH:15]=2)=[O:10])[CH2:17][CH2:18]1. (2) Given the reactants [Br:1][C:2]1[CH:3]=[C:4]2[C:10](I)=[CH:9][N:8]([S:12]([C:15]3[CH:21]=[CH:20][C:18]([CH3:19])=[CH:17][CH:16]=3)(=[O:14])=[O:13])[C:5]2=[N:6][CH:7]=1.[OH:22][C:23]1[CH:28]=[CH:27][C:26](B(O)O)=[CH:25][CH:24]=1.C([O-])([O-])=O.[Na+].[Na+], predict the reaction product. The product is: [Br:1][C:2]1[CH:3]=[C:4]2[C:10]([C:26]3[CH:27]=[CH:28][C:23]([OH:22])=[CH:24][CH:25]=3)=[CH:9][N:8]([S:12]([C:15]3[CH:21]=[CH:20][C:18]([CH3:19])=[CH:17][CH:16]=3)(=[O:14])=[O:13])[C:5]2=[N:6][CH:7]=1. (3) Given the reactants [CH:1]1([C:6]([N:8]2[CH2:13][CH:12]([C:14]3[CH:19]=[CH:18][C:17]([CH2:20][CH3:21])=[CH:16][CH:15]=3)[CH2:11][CH:10]([C:22](O)=[O:23])[CH2:9]2)=[O:7])[CH2:5][CH2:4][CH2:3][CH2:2]1.O[NH:26][C:27]([C:29]1[CH:34]=[CH:33][CH:32]=[CH:31][CH:30]=1)=[NH:28], predict the reaction product. The product is: [CH:1]1([C:6]([N:8]2[CH2:9][CH:10]([C:22]3[O:23][N:28]=[C:27]([C:29]4[CH:34]=[CH:33][CH:32]=[CH:31][CH:30]=4)[N:26]=3)[CH2:11][CH:12]([C:14]3[CH:19]=[CH:18][C:17]([CH2:20][CH3:21])=[CH:16][CH:15]=3)[CH2:13]2)=[O:7])[CH2:5][CH2:4][CH2:3][CH2:2]1. (4) Given the reactants [Br:1][C:2]1[CH:29]=[CH:28][C:27]([F:30])=[CH:26][C:3]=1[O:4][CH:5]1[CH2:10][CH2:9][N:8]([C:11]2[N:16]=[CH:15][C:14]([C:17]3[N:18]=[N:19][N:20]([CH2:22][C:23]([O-:25])=[O:24])[N:21]=3)=[CH:13][N:12]=2)[CH2:7][CH2:6]1.[OH-].[Na+], predict the reaction product. The product is: [Br:1][C:2]1[CH:29]=[CH:28][C:27]([F:30])=[CH:26][C:3]=1[O:4][CH:5]1[CH2:10][CH2:9][N:8]([C:11]2[N:12]=[CH:13][C:14]([C:17]3[N:18]=[N:19][N:20]([CH2:22][C:23]([OH:25])=[O:24])[N:21]=3)=[CH:15][N:16]=2)[CH2:7][CH2:6]1. (5) Given the reactants [C:1]([O:4][C@H:5]([C@H:8]1[O:12][C@@H:11]([N:13]2[C:17]3[N:18]=[C:19]([NH2:23])[NH:20][C:21](=[O:22])[C:16]=3[S:15][C:14]2=[O:24])[C@@H:10](CC([O-])=O)[CH2:9]1)[CH2:6][CH3:7])(=[O:3])[CH3:2].C([O-])([O-])=[O:30].[K+].[K+].CC(O)=O, predict the reaction product. The product is: [NH2:23][C:19]1[NH:20][C:21](=[O:22])[C:16]2[S:15][C:14](=[O:24])[N:13]([C@@H:11]3[O:12][C@H:8]([C@@H:5]([O:4][C:1](=[O:3])[CH3:2])[CH2:6][CH3:7])[CH2:9][C@H:10]3[OH:30])[C:17]=2[N:18]=1.